The task is: Predict the product of the given reaction.. This data is from Forward reaction prediction with 1.9M reactions from USPTO patents (1976-2016). (1) Given the reactants [NH2:1][C:2]1[C:6]2[CH:7]=[C:8]3[CH2:15][CH2:14][CH2:13][CH2:12][CH2:11][C:9]3=[N:10][C:5]=2[S:4][C:3]=1[C:16]([NH:18][C:19]1[S:20][C:21]([C:24]2[CH:29]=[CH:28][CH:27]=[CH:26][CH:25]=2)=[N:22][N:23]=1)=[O:17].N1C=CC=CC=1.[C:36](OC(=O)C)(=[O:38])[CH3:37].C(Cl)Cl, predict the reaction product. The product is: [C:36]([NH:1][C:2]1[C:6]2[CH:7]=[C:8]3[CH2:15][CH2:14][CH2:13][CH2:12][CH2:11][C:9]3=[N:10][C:5]=2[S:4][C:3]=1[C:16]([NH:18][C:19]1[S:20][C:21]([C:24]2[CH:25]=[CH:26][CH:27]=[CH:28][CH:29]=2)=[N:22][N:23]=1)=[O:17])(=[O:38])[CH3:37]. (2) Given the reactants [C:1]1([S:7]([C:10]2[CH:11]=[CH:12][C:13]([C:26]([F:29])([F:28])[F:27])=[C:14]([S:16]([NH:19][CH:20]3[CH2:25][CH2:24][NH:23][CH2:22][CH2:21]3)(=[O:18])=[O:17])[CH:15]=2)(=[O:9])=[O:8])[CH:6]=[CH:5][CH:4]=[CH:3][CH:2]=1.Br[CH2:31][CH2:32][OH:33].C(N(CC)CC)C, predict the reaction product. The product is: [OH:33][CH2:32][CH2:31][N:23]1[CH2:24][CH2:25][CH:20]([NH:19][S:16]([C:14]2[CH:15]=[C:10]([S:7]([C:1]3[CH:2]=[CH:3][CH:4]=[CH:5][CH:6]=3)(=[O:9])=[O:8])[CH:11]=[CH:12][C:13]=2[C:26]([F:28])([F:29])[F:27])(=[O:18])=[O:17])[CH2:21][CH2:22]1. (3) Given the reactants [CH3:1][N:2]1[CH:7]=[C:6]([C:8](=O)[CH2:9][C@H:10]([C:18]2[CH:23]=[CH:22][C:21]([S:24]([CH3:27])(=[O:26])=[O:25])=[CH:20][CH:19]=2)[C:11]2[CH:16]=[CH:15][CH:14]=[CH:13][C:12]=2[CH3:17])[CH:5]=[CH:4][C:3]1=[O:29].Cl.[NH2:31][OH:32].C(=O)([O-])O.[Na+], predict the reaction product. The product is: [OH:32][N:31]=[C:8]([C:6]1[CH:5]=[CH:4][C:3](=[O:29])[N:2]([CH3:1])[CH:7]=1)[CH2:9][C@H:10]([C:18]1[CH:19]=[CH:20][C:21]([S:24]([CH3:27])(=[O:26])=[O:25])=[CH:22][CH:23]=1)[C:11]1[CH:16]=[CH:15][CH:14]=[CH:13][C:12]=1[CH3:17]. (4) Given the reactants [NH2:1][CH2:2][C:3]1[CH:33]=[CH:32][C:6]([CH2:7][N:8]2[CH2:13][CH2:12][CH:11]([N:14]3[C@H:18]([C:19]4[CH:24]=[CH:23][CH:22]=[CH:21][CH:20]=4)[CH2:17][N:16]([CH:25]4[CH2:30][CH2:29][O:28][CH2:27][CH2:26]4)[C:15]3=[O:31])[CH2:10][CH2:9]2)=[CH:5][CH:4]=1.[C:34]1([N:40]=[C:41]=[O:42])[CH:39]=[CH:38][CH:37]=[CH:36][CH:35]=1, predict the reaction product. The product is: [O:31]=[C:15]1[N:16]([CH:25]2[CH2:26][CH2:27][O:28][CH2:29][CH2:30]2)[CH2:17][C@@H:18]([C:19]2[CH:24]=[CH:23][CH:22]=[CH:21][CH:20]=2)[N:14]1[CH:11]1[CH2:10][CH2:9][N:8]([CH2:7][C:6]2[CH:32]=[CH:33][C:3]([CH2:2][NH:1][C:41]([NH:40][C:34]3[CH:39]=[CH:38][CH:37]=[CH:36][CH:35]=3)=[O:42])=[CH:4][CH:5]=2)[CH2:13][CH2:12]1. (5) Given the reactants [NH2:1][CH2:2][C:3]1([CH3:10])[NH:7][C:6](=[O:8])[NH:5][C:4]1=[O:9].[CH3:11][C:12]1[CH:21]=[C:20]([CH2:22][O:23][C:24]2[CH:29]=[CH:28][C:27]([CH2:30][C:31](O)=[O:32])=[CH:26][CH:25]=2)[C:19]2[C:14](=[CH:15][CH:16]=[CH:17][CH:18]=2)[N:13]=1.N1CC(=O)NC1=O.C(O)(C(F)(F)F)=O, predict the reaction product. The product is: [CH3:10][C:3]1([CH2:2][NH:1][C:31](=[O:32])[CH2:30][C:27]2[CH:28]=[CH:29][C:24]([O:23][CH2:22][C:20]3[C:19]4[C:14](=[CH:15][CH:16]=[CH:17][CH:18]=4)[N:13]=[C:12]([CH3:11])[CH:21]=3)=[CH:25][CH:26]=2)[C:4](=[O:9])[NH:5][C:6](=[O:8])[NH:7]1. (6) Given the reactants [NH2:1][C:2]1[CH:3]=[C:4]([C:17]2[CH:22]=[CH:21][CH:20]=[CH:19][C:18]=2[NH:23][S:24]([C:27]([F:30])([F:29])[F:28])(=[O:26])=[O:25])[CH:5]=[CH:6][C:7]=1[N:8]([CH2:13][CH:14]([CH3:16])[CH3:15])[CH2:9][CH:10]([CH3:12])[CH3:11].[N:31]([C:34]1[CH:39]=[CH:38][C:37]([CH3:40])=[CH:36][CH:35]=1)=[C:32]=[O:33], predict the reaction product. The product is: [CH2:9]([N:8]([CH2:13][CH:14]([CH3:16])[CH3:15])[C:7]1[CH:6]=[CH:5][C:4]([C:17]2[CH:22]=[CH:21][CH:20]=[CH:19][C:18]=2[NH:23][S:24]([C:27]([F:30])([F:28])[F:29])(=[O:26])=[O:25])=[CH:3][C:2]=1[NH:1][C:32]([NH:31][C:34]1[CH:39]=[CH:38][C:37]([CH3:40])=[CH:36][CH:35]=1)=[O:33])[CH:10]([CH3:11])[CH3:12].